This data is from NCI-60 drug combinations with 297,098 pairs across 59 cell lines. The task is: Regression. Given two drug SMILES strings and cell line genomic features, predict the synergy score measuring deviation from expected non-interaction effect. (1) Drug 1: CCC1(CC2CC(C3=C(CCN(C2)C1)C4=CC=CC=C4N3)(C5=C(C=C6C(=C5)C78CCN9C7C(C=CC9)(C(C(C8N6C=O)(C(=O)OC)O)OC(=O)C)CC)OC)C(=O)OC)O.OS(=O)(=O)O. Drug 2: CC(C)(C#N)C1=CC(=CC(=C1)CN2C=NC=N2)C(C)(C)C#N. Cell line: SK-MEL-5. Synergy scores: CSS=22.6, Synergy_ZIP=0.734, Synergy_Bliss=0.802, Synergy_Loewe=-21.8, Synergy_HSA=-0.960. (2) Drug 1: CN(C)C1=NC(=NC(=N1)N(C)C)N(C)C. Drug 2: C1CN(CCN1C(=O)CCBr)C(=O)CCBr. Cell line: SF-539. Synergy scores: CSS=4.14, Synergy_ZIP=-1.33, Synergy_Bliss=-2.52, Synergy_Loewe=-11.9, Synergy_HSA=-6.76.